From a dataset of Catalyst prediction with 721,799 reactions and 888 catalyst types from USPTO. Predict which catalyst facilitates the given reaction. (1) Reactant: Cl[C:2]1[CH:3]=[CH:4][N:5]=[C:6]2[C:11]=1[N:10]=[CH:9][C:8]([O:12][CH3:13])=[CH:7]2.[C:14]1([C:20]2[C:29]3[C:24](=[CH:25][CH:26]=[CH:27][CH:28]=3)[C:23]([NH:30][C:31]3[CH:32]=[CH:33][C:34]([OH:37])=[N:35][CH:36]=3)=[N:22][N:21]=2)[CH:19]=[CH:18][CH:17]=[CH:16][CH:15]=1.C(=O)([O-])[O-].[Cs+].[Cs+]. Product: [CH3:13][O:12][C:8]1[CH:7]=[C:6]2[C:11]([C:2]([O:37][C:34]3[N:35]=[CH:36][C:31]([NH:30][C:23]4[C:24]5[C:29](=[CH:28][CH:27]=[CH:26][CH:25]=5)[C:20]([C:14]5[CH:15]=[CH:16][CH:17]=[CH:18][CH:19]=5)=[N:21][N:22]=4)=[CH:32][CH:33]=3)=[CH:3][CH:4]=[N:5]2)=[N:10][CH:9]=1. The catalyst class is: 16. (2) Reactant: [C:1]12([C:11]3[CH:16]=[C:15]([Br:17])[C:14]([O:18][CH3:19])=[CH:13][C:12]=3[OH:20])[CH2:10][CH:5]3[CH2:6][CH:7]([CH2:9][CH:3]([CH2:4]3)[CH2:2]1)[CH2:8]2.[CH2:21](Br)[C:22]1[CH:27]=[CH:26][CH:25]=[CH:24][CH:23]=1.C([O-])([O-])=O.[K+].[K+]. Product: [C:1]12([C:11]3[C:12]([O:20][CH2:21][C:22]4[CH:27]=[CH:26][CH:25]=[CH:24][CH:23]=4)=[CH:13][C:14]([O:18][CH3:19])=[C:15]([Br:17])[CH:16]=3)[CH2:2][CH:3]3[CH2:9][CH:7]([CH2:6][CH:5]([CH2:4]3)[CH2:10]1)[CH2:8]2. The catalyst class is: 21. (3) Reactant: [N:1]1([C:7]2[C:16]3[C:11](=[CH:12][CH:13]=[CH:14][CH:15]=3)[C:10]([C:17]#[N:18])=[CH:9][CH:8]=2)[CH2:6][CH2:5][CH2:4][CH2:3][NH:2]1.[CH:19]1([C:25](Cl)=[O:26])[CH2:24][CH2:23][CH2:22][CH2:21][CH2:20]1.C(N(CC)CC)C. Product: [CH:19]1([C:25]([N:2]2[CH2:3][CH2:4][CH2:5][CH2:6][N:1]2[C:7]2[C:16]3[C:11](=[CH:12][CH:13]=[CH:14][CH:15]=3)[C:10]([C:17]#[N:18])=[CH:9][CH:8]=2)=[O:26])[CH2:24][CH2:23][CH2:22][CH2:21][CH2:20]1. The catalyst class is: 4. (4) Reactant: Br[C:2]1[CH:7]=[CH:6][C:5]([C@@H:8]([C:16]2[CH:21]=[CH:20][CH:19]=[CH:18][CH:17]=2)[NH:9][S@@:10]([C:12]([CH3:15])([CH3:14])[CH3:13])=[O:11])=[CH:4][CH:3]=1.[CH3:22][PH:23]([O-])([O-:27])[O:24][CH2:25][CH3:26].CCN(CC)CC. Product: [CH3:13][C:12]([CH3:15])([S@:10]([NH:9][C@H:8]([C:16]1[CH:21]=[CH:20][CH:19]=[CH:18][CH:17]=1)[C:5]1[CH:6]=[CH:7][C:2]([P:23]([CH3:22])(=[O:27])[O:24][CH2:25][CH3:26])=[CH:3][CH:4]=1)=[O:11])[CH3:14]. The catalyst class is: 450. (5) Reactant: S(Cl)(Cl)=O.[Cl:5][C:6]1[C:7]([C:28]#[N:29])=[C:8]([C:17]2[CH:18]=[CH:19][C:20]([C:23]([N:25]([CH3:27])[CH3:26])=[O:24])=[N:21][CH:22]=2)[C:9]([O:15][CH3:16])=[C:10]([CH:12](O)[CH3:13])[CH:11]=1.C(Cl)[Cl:31]. Product: [Cl:5][C:6]1[C:7]([C:28]#[N:29])=[C:8]([C:17]2[CH:18]=[CH:19][C:20]([C:23]([N:25]([CH3:27])[CH3:26])=[O:24])=[N:21][CH:22]=2)[C:9]([O:15][CH3:16])=[C:10]([CH:12]([Cl:31])[CH3:13])[CH:11]=1. The catalyst class is: 9. (6) Reactant: [C:1]([O:5][C:6]([C:8]1[CH:13]=[CH:12][C:11]([C:14]2[C:15]([CH3:55])([CH3:54])[C@H:16]3[C@:29]([CH3:32])([CH2:30][CH:31]=2)[C@@H:28]2[C@:19]([CH3:53])([C@@:20]4([CH3:52])[C@H:25]([CH2:26][CH2:27]2)[C@H:24]2[C@H:33]([C:36]([CH2:38][N:39]([CH3:48])[C:40](=[O:47])[CH2:41][CH2:42][C:43]([O:45][CH3:46])=[O:44])=[CH2:37])[CH2:34][CH2:35][C@:23]2([C:49](O)=[O:50])[CH2:22][CH2:21]4)[CH2:18][CH2:17]3)=[CH:10][CH:9]=1)=[O:7])([CH3:4])([CH3:3])[CH3:2].C(Cl)(=O)C(Cl)=O.C(N(C(C)C)CC)(C)C.[CH3:71][N:72]([CH3:76])[CH2:73][CH2:74][NH2:75]. Product: [CH3:71][N:72]([CH3:76])[CH2:73][CH2:74][NH:75][C:49]([C@:23]12[CH2:35][CH2:34][C@@H:33]([C:36]([CH2:38][N:39]([CH3:48])[C:40](=[O:47])[CH2:41][CH2:42][C:43]([O:45][CH3:46])=[O:44])=[CH2:37])[C@@H:24]1[C@@H:25]1[C@@:20]([CH3:52])([CH2:21][CH2:22]2)[C@@:19]2([CH3:53])[C@@H:28]([C@:29]3([CH3:32])[C@@H:16]([CH2:17][CH2:18]2)[C:15]([CH3:54])([CH3:55])[C:14]([C:11]2[CH:10]=[CH:9][C:8]([C:6]([O:5][C:1]([CH3:4])([CH3:3])[CH3:2])=[O:7])=[CH:13][CH:12]=2)=[CH:31][CH2:30]3)[CH2:27][CH2:26]1)=[O:50]. The catalyst class is: 6. (7) Reactant: [I:1][C:2]1[CH:3]=[C:4]([CH2:12]O)[CH:5]=[C:6]([O:10][CH3:11])[C:7]=1[O:8][CH3:9].P(Br)(Br)[Br:15]. Product: [Br:15][CH2:12][C:4]1[CH:5]=[C:6]([O:10][CH3:11])[C:7]([O:8][CH3:9])=[C:2]([I:1])[CH:3]=1. The catalyst class is: 28. (8) Reactant: CI.[OH:3][C:4]1[C:9]2[CH2:10][C@@H:11]3[C:16]([CH3:18])([CH3:17])[C@:15]([CH3:19])([C:8]=2[CH:7]=[CH:6][CH:5]=1)[CH2:14][CH2:13][N:12]3[C:20]([N:22]1[CH2:27][CH2:26][CH2:25][CH2:24][CH2:23]1)=[O:21].[C:28](=O)([O-])[O-].[K+].[K+].O. Product: [CH3:28][O:3][C:4]1[C:9]2[CH2:10][C@@H:11]3[C:16]([CH3:17])([CH3:18])[C@:15]([CH3:19])([C:8]=2[CH:7]=[CH:6][CH:5]=1)[CH2:14][CH2:13][N:12]3[C:20]([N:22]1[CH2:27][CH2:26][CH2:25][CH2:24][CH2:23]1)=[O:21]. The catalyst class is: 9.